This data is from HIV replication inhibition screening data with 41,000+ compounds from the AIDS Antiviral Screen. The task is: Binary Classification. Given a drug SMILES string, predict its activity (active/inactive) in a high-throughput screening assay against a specified biological target. (1) The drug is O=[N+]([O-])C1C2C=CC(C2)C1c1ccco1. The result is 0 (inactive). (2) The compound is CC1(C(=O)Nc2ccc3cc4ccccc4cc3c2)CC2(C)CC(C)(C1)C(O)NC2=O. The result is 0 (inactive). (3) The drug is N#CC(=C(c1ccccc1)c1ccccc1)c1ccccc1. The result is 0 (inactive). (4) The drug is CN(CCN1C(=O)c2cccc3cc([N+](=O)[O-])cc(c23)C1=O)CCN1C(=O)c2cccc3cc([N+](=O)[O-])cc(c23)C1=O. The result is 0 (inactive). (5) The drug is CCCCNC(=S)SSSC(=S)NCCCC. The result is 0 (inactive). (6) The molecule is CCCCCCCCCCCCCCCC(=O)OCC1OC(CO)(OC2OC(CO)C(O)C(O)C2O)C(O)C1O. The result is 0 (inactive). (7) The result is 0 (inactive). The compound is CCON1CC(C(=O)OC)=C(O)C1=O. (8) The molecule is COC(=O)c1cc(C(CCl)c2cc(C(=O)OC)c(O)cc2C)c(C)cc1O. The result is 0 (inactive).